Dataset: Reaction yield outcomes from USPTO patents with 853,638 reactions. Task: Predict the reaction yield, written as a fraction of the theoretical maximum amount of product (1.0 means a 100% yield; for example, 0.34 means a 34% yield). (1) The reactants are [K][N:2]1[C:10](=[O:11])[C:9]2[C:4](=[CH:5][CH:6]=[CH:7][CH:8]=2)[C:3]1=[O:12].CN(C=O)C.[Br:18][C:19]1[CH:24]=[C:23]([O:25][CH3:26])[CH:22]=[C:21]([CH2:27]Br)[CH:20]=1. The catalyst is O. The product is [Br:18][C:19]1[CH:20]=[C:21]([CH2:27][N:2]2[C:10](=[O:11])[C:9]3[C:4](=[CH:5][CH:6]=[CH:7][CH:8]=3)[C:3]2=[O:12])[CH:22]=[C:23]([O:25][CH3:26])[CH:24]=1. The yield is 0.450. (2) The catalyst is C1COCC1. The yield is 0.0650. The product is [NH:2]1[CH:6]=[CH:5][N:4]=[C:3]1[CH2:7][O:8][N:10]1[C:14](=[O:15])[C:13]2[C:12](=[CH:19][CH:18]=[CH:17][CH:16]=2)[C:11]1=[O:20]. The reactants are Cl.[NH:2]1[CH:6]=[CH:5][N:4]=[C:3]1[CH2:7][OH:8].O[N:10]1[C:14](=[O:15])[C:13]2=[CH:16][CH:17]=[CH:18][CH:19]=[C:12]2[C:11]1=[O:20].C1(P(C2C=CC=CC=2)C2C=CC=CC=2)C=CC=CC=1.N(C(OCC)=O)=NC(OCC)=O.